Dataset: Reaction yield outcomes from USPTO patents with 853,638 reactions. Task: Predict the reaction yield, written as a fraction of the theoretical maximum amount of product (1.0 means a 100% yield; for example, 0.34 means a 34% yield). The reactants are [CH:1]1[C:10]2[C:5](=[CH:6][CH:7]=[CH:8][CH:9]=2)[C:4](B(O)O)=[CH:3][N:2]=1.FC(F)(F)S(O[C:20]1[C@@:24]2([CH3:45])[CH2:25][CH2:26][C@H:27]3[C@H:36]([C@@H:23]2[CH2:22][CH:21]=1)[CH2:35][CH:34]=[C:33]1[C@:28]3([CH3:44])[CH2:29][CH2:30][C:31](=[O:43])[N:32]1[CH2:37][C:38]([N:40]([CH3:42])[CH3:41])=[O:39])(=O)=O.O. The catalyst is O1CCOCC1.Cl[Pd](Cl)([P](C1C=CC=CC=1)(C1C=CC=CC=1)C1C=CC=CC=1)[P](C1C=CC=CC=1)(C1C=CC=CC=1)C1C=CC=CC=1. The product is [CH:1]1[C:10]2[C:5](=[CH:6][CH:7]=[CH:8][CH:9]=2)[C:4]([C:20]2[C@@:24]3([CH3:45])[CH2:25][CH2:26][C@H:27]4[C@H:36]([C@@H:23]3[CH2:22][CH:21]=2)[CH2:35][CH:34]=[C:33]2[C@:28]4([CH3:44])[CH2:29][CH2:30][C:31](=[O:43])[N:32]2[CH2:37][C:38]([N:40]([CH3:41])[CH3:42])=[O:39])=[CH:3][N:2]=1. The yield is 0.150.